This data is from Reaction yield outcomes from USPTO patents with 853,638 reactions. The task is: Predict the reaction yield, written as a fraction of the theoretical maximum amount of product (1.0 means a 100% yield; for example, 0.34 means a 34% yield). (1) The reactants are [Br:1][C:2]1[CH:3]=[C:4]([CH:6]=[CH:7][C:8]=1[O:9][CH2:10][CH:11]1[CH2:15][CH2:14][CH2:13][O:12]1)[NH2:5].[S-:16][C:17]#[N:18].[NH4+].BrBr.N. The catalyst is C(O)(=O)C. The product is [Br:1][C:2]1[C:8]([O:9][CH2:10][CH:11]2[CH2:15][CH2:14][CH2:13][O:12]2)=[CH:7][C:6]2[S:16][C:17]([NH2:18])=[N:5][C:4]=2[CH:3]=1. The yield is 0.260. (2) The reactants are [F:1][C:2]([F:19])([F:18])[C:3]1[CH:8]=[CH:7][C:6]([C:9](=O)[CH2:10][C:11](=O)[C:12]([F:15])([F:14])[F:13])=[CH:5][CH:4]=1.[NH2:20][C:21]1[N:22]=[CH:23][NH:24][C:25]=1[C:26]#[N:27]. No catalyst specified. The product is [F:1][C:2]([F:19])([F:18])[C:3]1[CH:8]=[CH:7][C:6]([C:9]2[CH:10]=[C:11]([C:12]([F:15])([F:14])[F:13])[N:22]3[CH:23]=[N:24][C:25]([C:26]#[N:27])=[C:21]3[N:20]=2)=[CH:5][CH:4]=1. The yield is 0.420. (3) The reactants are [CH3:1][O:2][C:3]([C:5]1([C:8]2[CH:13]=[CH:12][C:11](B3OC(C)(C)C(C)(C)O3)=[CH:10][CH:9]=2)[CH2:7][CH2:6]1)=[O:4].[C@H:23]([O:27][C:28](=[O:43])[NH:29][C:30]1[N:31]([C:36]2[CH:41]=[CH:40][C:39](Br)=[CH:38][CH:37]=2)[N:32]=[N:33][C:34]=1[CH3:35])([CH2:25][CH3:26])[CH3:24].P([O-])([O-])([O-])=O.[K+].[K+].[K+].COC1C=CC=C(OC)C=1C1C=CC=CC=1P(C1CCCCC1)C1CCCCC1. The catalyst is CCOC(C)=O.CC([O-])=O.CC([O-])=O.[Pd+2].O.C1(C)C=CC=CC=1. The product is [CH3:1][O:2][C:3]([C:5]1([C:8]2[CH:9]=[CH:10][C:11]([C:39]3[CH:40]=[CH:41][C:36]([N:31]4[C:30]([NH:29][C:28]([O:27][C@@H:23]([CH2:25][CH3:26])[CH3:24])=[O:43])=[C:34]([CH3:35])[N:33]=[N:32]4)=[CH:37][CH:38]=3)=[CH:12][CH:13]=2)[CH2:6][CH2:7]1)=[O:4]. The yield is 0.469. (4) The reactants are [CH2:1]([C:3]1[N:8]=[C:7]([NH2:9])[CH:6]=[CH:5][N:4]=1)[CH3:2].Br[C:11]1[C:12](=[O:19])[N:13]([CH3:18])[CH:14]=[C:15]([Br:17])[CH:16]=1.CC1(C)C2C(=C(P(C3C=CC=CC=3)C3C=CC=CC=3)C=CC=2)OC2C(P(C3C=CC=CC=3)C3C=CC=CC=3)=CC=CC1=2.C([O-])([O-])=O.[Cs+].[Cs+]. The catalyst is C1C=CC(/C=C/C(/C=C/C2C=CC=CC=2)=O)=CC=1.C1C=CC(/C=C/C(/C=C/C2C=CC=CC=2)=O)=CC=1.C1C=CC(/C=C/C(/C=C/C2C=CC=CC=2)=O)=CC=1.[Pd].[Pd].O1CCOCC1. The product is [Br:17][C:15]1[CH:16]=[C:11]([NH:9][C:7]2[CH:6]=[CH:5][N:4]=[C:3]([CH2:1][CH3:2])[N:8]=2)[C:12](=[O:19])[N:13]([CH3:18])[CH:14]=1. The yield is 0.500. (5) The reactants are Br[C:2]1[CH:3]=[N:4][C:5]2[C:10]([CH:11]=1)=[N:9][CH:8]=[C:7]([O:12][CH2:13][C:14]1[CH:19]=[CH:18][C:17]([F:20])=[C:16]([F:21])[CH:15]=1)[CH:6]=2.FC1C=[C:25]([CH2:30][OH:31])C=CC=1F.BrC1C=[N:35]C2C(C=1)=NC=C(Br)C=2.[H-].[Na+]. The catalyst is CN1C(=O)CCC1.O. The product is [F:21][C:16]1[CH:15]=[C:14]([CH:19]=[CH:18][C:17]=1[F:20])[CH2:13][O:12][C:7]1[CH:6]=[C:5]2[C:10]([CH:11]=[C:2]([CH2:25][C:30]([NH2:35])=[O:31])[CH:3]=[N:4]2)=[N:9][CH:8]=1. The yield is 0.533. (6) The catalyst is CCCCCC.C(OCC)(=O)C.O. The yield is 0.426. The reactants are [CH3:1][O:2][C:3]1[CH:8]=[CH:7][C:6]([CH2:9][C:10]#[N:11])=[CH:5][CH:4]=1.[C:12]1(=[O:18])[CH2:17][CH2:16][CH2:15][CH2:14][CH2:13]1.N12CCCN=C1CCCCC2.CO. The product is [C:10]([CH:9]([C:6]1[CH:7]=[CH:8][C:3]([O:2][CH3:1])=[CH:4][CH:5]=1)[C:12]1([OH:18])[CH2:17][CH2:16][CH2:15][CH2:14][CH2:13]1)#[N:11].